Dataset: Reaction yield outcomes from USPTO patents with 853,638 reactions. Task: Predict the reaction yield, written as a fraction of the theoretical maximum amount of product (1.0 means a 100% yield; for example, 0.34 means a 34% yield). (1) The reactants are [C:1]([O:5][C:6](=[O:22])[N:7]=[C:8]([NH:14][C:15]([O:17][C:18]([CH3:21])([CH3:20])[CH3:19])=[O:16])[N:9]1[CH:13]=[CH:12][CH:11]=[N:10]1)([CH3:4])([CH3:3])[CH3:2].[C:23]([O:27][C:28](=[O:34])[NH:29][CH2:30][CH2:31][CH2:32]O)([CH3:26])([CH3:25])[CH3:24].C1(P(C2C=CC=CC=2)C2C=CC=CC=2)C=CC=CC=1.CC(OC(/N=N/C(OC(C)C)=O)=O)C. The catalyst is C1COCC1. The product is [C:1]([O:5][C:6](=[O:22])[N:7]([CH2:32][CH2:31][CH2:30][NH:29][C:28]([O:27][C:23]([CH3:24])([CH3:26])[CH3:25])=[O:34])[C:8](=[N:14][C:15]([O:17][C:18]([CH3:21])([CH3:20])[CH3:19])=[O:16])[N:9]1[CH:13]=[CH:12][CH:11]=[N:10]1)([CH3:4])([CH3:3])[CH3:2]. The yield is 0.800. (2) The reactants are [S:1]1[C:5]2[CH:6]=[C:7]([NH2:10])[CH:8]=[CH:9][C:4]=2[N:3]=[CH:2]1.[Cl:11][CH2:12][C:13]([N:16]=[C:17]=[O:18])([CH3:15])[CH3:14].CO. The catalyst is C1(C)C=CC=CC=1.C(Cl)(Cl)Cl. The product is [S:1]1[C:5]2[CH:6]=[C:7]([NH:10][C:17]([NH:16][C:13]([CH3:15])([CH3:14])[CH2:12][Cl:11])=[O:18])[CH:8]=[CH:9][C:4]=2[N:3]=[CH:2]1. The yield is 0.166. (3) The reactants are C[Al](C)C.[CH2:5]([N:7]1[CH2:12][CH2:11][CH:10]([C:13]2[CH:22]=[CH:21][C:16]([C:17]([O:19]C)=O)=[CH:15][CH:14]=2)[CH2:9][CH2:8]1)[CH3:6].[CH3:23][O:24][C:25]1[CH:26]=[C:27]([CH2:33][CH2:34][C:35]2[CH:36]=[C:37]([NH2:40])[NH:38][N:39]=2)[CH:28]=[C:29]([O:31][CH3:32])[CH:30]=1. The catalyst is C1(C)C=CC=CC=1. The product is [CH3:32][O:31][C:29]1[CH:28]=[C:27]([CH2:33][CH2:34][C:35]2[CH:36]=[C:37]([NH:40][C:17](=[O:19])[C:16]3[CH:15]=[CH:14][C:13]([CH:10]4[CH2:9][CH2:8][N:7]([CH2:5][CH3:6])[CH2:12][CH2:11]4)=[CH:22][CH:21]=3)[NH:38][N:39]=2)[CH:26]=[C:25]([O:24][CH3:23])[CH:30]=1. The yield is 0.380.